Dataset: Full USPTO retrosynthesis dataset with 1.9M reactions from patents (1976-2016). Task: Predict the reactants needed to synthesize the given product. (1) The reactants are: Cl[C:2]1[N:10]=[CH:9][C:8]([Cl:11])=[CH:7][C:3]=1[C:4]([OH:6])=[O:5].Cl.[F:13][C:14]([F:19])([F:18])[CH2:15][CH2:16][NH2:17].C(=O)([O-])[O-].[K+].[K+].CN(C=O)C. Given the product [Cl:11][C:8]1[CH:9]=[N:10][C:2]([NH:17][CH2:16][CH2:15][C:14]([F:19])([F:18])[F:13])=[C:3]([CH:7]=1)[C:4]([OH:6])=[O:5], predict the reactants needed to synthesize it. (2) Given the product [Br:13][Br:14].[CH2:12]([Br:13])[CH2:11][CH2:10][CH2:9][CH2:8][CH2:7][CH2:6][CH2:5][CH2:4][CH2:3][CH2:2][CH3:1], predict the reactants needed to synthesize it. The reactants are: [CH3:1][CH2:2][CH2:3][CH2:4][CH2:5][CH2:6][CH2:7][CH2:8][CH2:9][CH2:10][CH2:11][CH3:12].[Br:13][Br:14].